Dataset: Full USPTO retrosynthesis dataset with 1.9M reactions from patents (1976-2016). Task: Predict the reactants needed to synthesize the given product. (1) Given the product [C:13]1([N:12]=[C:5]([S:4][CH:1]([CH3:2])[CH3:3])[CH2:6][CH3:7])[CH:18]=[CH:17][CH:16]=[CH:15][CH:14]=1, predict the reactants needed to synthesize it. The reactants are: [CH:1]([S:4][C:5](=[N:12][C:13]1[CH:18]=[CH:17][CH:16]=[CH:15][CH:14]=1)[CH2:6][CH2:7][Si](C)(C)C)([CH3:3])[CH3:2].[C:13]1([N:12]=[C:5]([S:4][CH:1]([CH3:2])[CH3:3])[CH2:6][CH3:7])[CH:14]=[CH:15][CH:16]=[CH:17][CH:18]=1.C(=O)([O-])[O-].[K+].[K+].[Cl-].[Na+]. (2) Given the product [CH3:1][C:2]1[N:3]=[N:4][N:5]([CH2:7][C:8]2[CH:13]=[C:12]([C:14]([F:16])([F:17])[F:15])[CH:11]=[CH:10][C:9]=2/[CH:18]=[CH:19]/[C:20]([N:26]2[CH2:27][CH2:28][CH2:29][CH2:30][CH:25]2[C:24]([F:32])([F:31])[F:23])=[O:21])[N:6]=1, predict the reactants needed to synthesize it. The reactants are: [CH3:1][C:2]1[N:3]=[N:4][N:5]([CH2:7][C:8]2[CH:13]=[C:12]([C:14]([F:17])([F:16])[F:15])[CH:11]=[CH:10][C:9]=2/[CH:18]=[CH:19]/[C:20](O)=[O:21])[N:6]=1.[F:23][C:24]([F:32])([F:31])[CH:25]1[CH2:30][CH2:29][CH2:28][CH2:27][NH:26]1. (3) Given the product [CH3:39][O:38][C:36](=[O:37])[C:35]1[CH:34]=[CH:33][C:32]([O:8][C:6]2[CH:5]=[CH:4][C:3]([CH:9]([CH3:28])[C:10]([OH:15])([C:16]3[CH:17]=[CH:18][C:19]4[O:24][CH2:23][C:22](=[O:25])[N:21]([CH3:26])[C:20]=4[CH:27]=3)[C:11]([F:12])([F:13])[F:14])=[C:2]([Cl:1])[CH:7]=2)=[CH:31][C:30]=1[F:29], predict the reactants needed to synthesize it. The reactants are: [Cl:1][C:2]1[CH:7]=[C:6]([OH:8])[CH:5]=[CH:4][C:3]=1[CH:9]([CH3:28])[C:10]([C:16]1[CH:17]=[CH:18][C:19]2[O:24][CH2:23][C:22](=[O:25])[N:21]([CH3:26])[C:20]=2[CH:27]=1)([OH:15])[C:11]([F:14])([F:13])[F:12].[F:29][C:30]1[CH:31]=[C:32](B(O)O)[CH:33]=[CH:34][C:35]=1[C:36]([O:38][CH3:39])=[O:37]. (4) Given the product [Cl:8][C:9]1[CH:10]=[CH:11][C:12]([C:31](=[O:47])[NH:32][C:33]2[CH:38]=[CH:37][C:36]([C:39]3[CH:44]=[CH:43][C:42]([Cl:45])=[CH:41][C:40]=3[CH3:46])=[CH:35][CH:34]=2)=[C:13]([C:15]2[CH:16]=[CH:17][C:18]([C:21]([NH:23][CH2:24][CH2:25][C:26]([OH:28])=[O:27])=[O:22])=[N:19][CH:20]=2)[CH:14]=1, predict the reactants needed to synthesize it. The reactants are: [Li+].[OH-].C1COCC1.[Cl:8][C:9]1[CH:10]=[CH:11][C:12]([C:31](=[O:47])[NH:32][C:33]2[CH:38]=[CH:37][C:36]([C:39]3[CH:44]=[CH:43][C:42]([Cl:45])=[CH:41][C:40]=3[CH3:46])=[CH:35][CH:34]=2)=[C:13]([C:15]2[CH:16]=[CH:17][C:18]([C:21]([NH:23][CH2:24][CH2:25][C:26]([O:28]CC)=[O:27])=[O:22])=[N:19][CH:20]=2)[CH:14]=1.Cl. (5) Given the product [Br:1][C:2]1[CH:10]=[CH:9][C:5]([C:6]([N:28]2[CH2:29][CH2:30][N:25]([C:18]3[C:17]([CH3:16])=[CH:22][C:21]([CH3:23])=[C:20]([CH3:24])[N:19]=3)[CH2:26][CH2:27]2)=[O:8])=[C:4]([S:11]([CH3:14])(=[O:13])=[O:12])[CH:3]=1, predict the reactants needed to synthesize it. The reactants are: [Br:1][C:2]1[CH:10]=[CH:9][C:5]([C:6]([OH:8])=O)=[C:4]([S:11]([CH3:14])(=[O:13])=[O:12])[CH:3]=1.Cl.[CH3:16][C:17]1[C:18]([N:25]2[CH2:30][CH2:29][NH:28][CH2:27][CH2:26]2)=[N:19][C:20]([CH3:24])=[C:21]([CH3:23])[CH:22]=1. (6) The reactants are: C([O:3][C:4](=[O:21])[CH2:5][C:6]1[C:15]2[C:10](=[CH:11][C:12]([CH2:16][N:17]([CH3:19])[CH3:18])=[CH:13][CH:14]=2)[CH:9]=[CH:8][C:7]=1[Cl:20])C.[OH-].[Li+].OS([O-])(=O)=O.[Na+]. Given the product [Cl:20][C:7]1[CH:8]=[CH:9][C:10]2[C:15](=[CH:14][CH:13]=[C:12]([CH2:16][N:17]([CH3:18])[CH3:19])[CH:11]=2)[C:6]=1[CH2:5][C:4]([OH:21])=[O:3], predict the reactants needed to synthesize it. (7) The reactants are: [CH3:1][N:2]([CH3:34])[C@H:3]1[CH2:7][CH2:6][N:5]([C:8]2[C:9]([C:28]3[CH:33]=[CH:32][CH:31]=[CH:30][CH:29]=3)=[C:10]([CH3:27])[C:11]([C:25]#[N:26])=[C:12]3[C:16]=2[O:15][C:14](/[CH:17]=[CH:18]/[C:19]2[CH:24]=[CH:23][CH:22]=[CH:21][CH:20]=2)=[N:13]3)[CH2:4]1.Cl.C(O)C.[H][H]. Given the product [CH3:34][N:2]([CH3:1])[C@H:3]1[CH2:7][CH2:6][N:5]([C:8]2[C:9]([C:28]3[CH:33]=[CH:32][CH:31]=[CH:30][CH:29]=3)=[C:10]([CH3:27])[C:11]([C:25]#[N:26])=[C:12]3[C:16]=2[O:15][C:14]([CH2:17][CH2:18][C:19]2[CH:24]=[CH:23][CH:22]=[CH:21][CH:20]=2)=[N:13]3)[CH2:4]1, predict the reactants needed to synthesize it. (8) Given the product [CH3:31][C:26]1[CH:27]=[C:28]([CH3:30])[N:29]=[C:24]([N:3]2[CH2:4][CH2:5][C@@H:6]3[C@@H:1]([N:8]([C:9]([C:11]4[C:16]([N:17]5[N:18]=[CH:19][CH:20]=[N:21]5)=[CH:15][CH:14]=[CH:13][C:12]=4[F:22])=[O:10])[CH2:7]3)[CH2:2]2)[N:25]=1, predict the reactants needed to synthesize it. The reactants are: [C@@H:1]12[N:8]([C:9]([C:11]3[C:16]([N:17]4[N:21]=[CH:20][CH:19]=[N:18]4)=[CH:15][CH:14]=[CH:13][C:12]=3[F:22])=[O:10])[CH2:7][C@@H:6]1[CH2:5][CH2:4][NH:3][CH2:2]2.Cl[C:24]1[N:29]=[C:28]([CH3:30])[CH:27]=[C:26]([CH3:31])[N:25]=1.CCN(C(C)C)C(C)C.